Task: Predict the reactants needed to synthesize the given product.. Dataset: Full USPTO retrosynthesis dataset with 1.9M reactions from patents (1976-2016) Given the product [OH:20][CH2:19][CH2:18][CH2:17][NH:16][CH2:2][C:3]1[NH:4][C:5](=[O:15])[C:6]2[CH:11]=[N:10][N:9]([CH:12]([CH3:14])[CH3:13])[C:7]=2[N:8]=1, predict the reactants needed to synthesize it. The reactants are: Cl[CH2:2][C:3]1[NH:4][C:5](=[O:15])[C:6]2[CH:11]=[N:10][N:9]([CH:12]([CH3:14])[CH3:13])[C:7]=2[N:8]=1.[NH2:16][CH2:17][CH2:18][CH2:19][OH:20].